This data is from Reaction yield outcomes from USPTO patents with 853,638 reactions. The task is: Predict the reaction yield, written as a fraction of the theoretical maximum amount of product (1.0 means a 100% yield; for example, 0.34 means a 34% yield). (1) The reactants are [NH:1]1[C:9]2[C:4](=[CH:5][CH:6]=[CH:7][CH:8]=2)[C:3](/[CH:10]=[CH:11]/[C:12]2[CH:17]=[CH:16][CH:15]=[CH:14][C:13]=2[N:18]2[CH:22]=[CH:21][C:20]([CH:23]=O)=[CH:19]2)=[N:2]1.[CH3:25][N:26]([CH3:31])[CH2:27][CH2:28][NH:29][CH3:30].C(O)(=O)C.C(O[BH-](OC(=O)C)OC(=O)C)(=O)C.[Na+]. The catalyst is ClC(Cl)C.O. The product is [NH:1]1[C:9]2[C:4](=[CH:5][CH:6]=[CH:7][CH:8]=2)[C:3](/[CH:10]=[CH:11]/[C:12]2[CH:17]=[CH:16][CH:15]=[CH:14][C:13]=2[N:18]2[CH:22]=[CH:21][C:20]([CH2:23][N:29]([CH3:30])[CH2:28][CH2:27][N:26]([CH3:31])[CH3:25])=[CH:19]2)=[N:2]1. The yield is 0.540. (2) The reactants are [NH2:1][C:2]1[CH:7]=[CH:6][C:5]([C:8]2[C:12]([C:13]([NH2:15])=[O:14])=[C:11]([NH:16][C:17]([NH:19][CH2:20][CH2:21][CH2:22][N:23]3[CH2:28][CH2:27][O:26][CH2:25][CH2:24]3)=[O:18])[S:10][N:9]=2)=[CH:4][CH:3]=1.C(N(CC)C(C)C)(C)C.[F:38][C:39]([F:50])([F:49])[C:40]1[CH:41]=[C:42]([CH:46]=[CH:47][CH:48]=1)[C:43](Cl)=[O:44]. The catalyst is C1COCC1. The product is [N:23]1([CH2:22][CH2:21][CH2:20][NH:19][C:17]([NH:16][C:11]2[S:10][N:9]=[C:8]([C:5]3[CH:4]=[CH:3][C:2]([NH:1][C:43](=[O:44])[C:42]4[CH:46]=[CH:47][CH:48]=[C:40]([C:39]([F:38])([F:49])[F:50])[CH:41]=4)=[CH:7][CH:6]=3)[C:12]=2[C:13]([NH2:15])=[O:14])=[O:18])[CH2:24][CH2:25][O:26][CH2:27][CH2:28]1. The yield is 0.760. (3) The reactants are [NH2:1][C:2]1[S:3][CH:4]=[CH:5][C:6]=1[C:7]([NH2:9])=[O:8].[C:10](Cl)(=[O:17])[C:11]1[CH:16]=[CH:15][CH:14]=[N:13][CH:12]=1. The catalyst is C1COCC1. The product is [C:7]([C:6]1[CH:5]=[CH:4][S:3][C:2]=1[NH:1][C:10](=[O:17])[C:11]1[CH:16]=[CH:15][CH:14]=[N:13][CH:12]=1)(=[O:8])[NH2:9]. The yield is 1.00.